Dataset: Reaction yield outcomes from USPTO patents with 853,638 reactions. Task: Predict the reaction yield, written as a fraction of the theoretical maximum amount of product (1.0 means a 100% yield; for example, 0.34 means a 34% yield). (1) The reactants are [Cl:1][C:2]1[CH:7]=[CH:6][C:5]([OH:8])=[C:4]([I:9])[CH:3]=1.C(=O)([O-])[O-].[K+].[K+].[Cl:16][C:17]1[S:21][C:20]([N:22](CC2C=CC(OC)=CC=2OC)[S:23]([C:26]2[CH:31]=[CH:30][C:29](F)=[C:28]([C:33]#[N:34])[CH:27]=2)(=[O:25])=[O:24])=[N:19][CH:18]=1.[Cl-].[NH4+]. The catalyst is CS(C)=O.C(OCC)(=O)C. The product is [Cl:1][C:2]1[CH:7]=[CH:6][C:5]([O:8][C:29]2[CH:30]=[CH:31][C:26]([S:23]([NH:22][C:20]3[S:21][C:17]([Cl:16])=[CH:18][N:19]=3)(=[O:24])=[O:25])=[CH:27][C:28]=2[C:33]#[N:34])=[C:4]([I:9])[CH:3]=1. The yield is 0.720. (2) The reactants are [CH2:1]([O:3][C:4](=[O:13])[C:5]([CH3:12])([CH3:11])[CH2:6][CH2:7][CH2:8][CH2:9][Br:10])[CH3:2].[C:14]1([P:20]([C:27]2[CH:32]=[CH:31][CH:30]=[CH:29][CH:28]=2)[C:21]2[CH:26]=[CH:25][CH:24]=[CH:23][CH:22]=2)[CH:19]=[CH:18][CH:17]=[CH:16][CH:15]=1. The catalyst is C1(C)C=CC=CC=1. The product is [Br-:10].[CH2:1]([O:3][C:4]([C:5]([CH3:12])([CH3:11])[CH2:6][CH2:7][CH2:8][CH2:9][P+:20]([C:21]1[CH:22]=[CH:23][CH:24]=[CH:25][CH:26]=1)([C:27]1[CH:32]=[CH:31][CH:30]=[CH:29][CH:28]=1)[C:14]1[CH:15]=[CH:16][CH:17]=[CH:18][CH:19]=1)=[O:13])[CH3:2]. The yield is 0.931. (3) The reactants are Br[C:2]1[CH:11]=[C:10]2[C:5]([CH:6]=[CH:7][NH:8][C:9]2=[O:12])=[CH:4][CH:3]=1.O1CCOCC1.[CH2:19]([SH:26])[C:20]1[CH:25]=[CH:24][CH:23]=[CH:22][CH:21]=1.CCN(C(C)C)C(C)C. The catalyst is O.C1C=CC(/C=C/C(/C=C/C2C=CC=CC=2)=O)=CC=1.C1C=CC(/C=C/C(/C=C/C2C=CC=CC=2)=O)=CC=1.C1C=CC(/C=C/C(/C=C/C2C=CC=CC=2)=O)=CC=1.[Pd].[Pd].CC1(C)C2C(=C(P(C3C=CC=CC=3)C3C=CC=CC=3)C=CC=2)OC2C(P(C3C=CC=CC=3)C3C=CC=CC=3)=CC=CC1=2. The product is [CH2:19]([S:26][C:2]1[CH:11]=[C:10]2[C:5]([CH:6]=[CH:7][NH:8][C:9]2=[O:12])=[CH:4][CH:3]=1)[C:20]1[CH:25]=[CH:24][CH:23]=[CH:22][CH:21]=1. The yield is 1.00.